From a dataset of Catalyst prediction with 721,799 reactions and 888 catalyst types from USPTO. Predict which catalyst facilitates the given reaction. (1) Reactant: Cl[C:2]1[C:11]2[C:10](=[O:12])[NH:9][CH:8]=[N:7][C:6]=2[CH:5]=[C:4]([Cl:13])[N:3]=1.[CH3:14][O:15][C:16]1[CH:22]=[C:21]([N:23]2[CH2:28][CH2:27][N:26]([CH3:29])[CH2:25][CH2:24]2)[CH:20]=[CH:19][C:17]=1[NH2:18].C(N(CC)CC)C. Product: [CH3:14][O:15][C:16]1[CH:22]=[C:21]([N:23]2[CH2:24][CH2:25][N:26]([CH3:29])[CH2:27][CH2:28]2)[CH:20]=[CH:19][C:17]=1[NH:18][C:2]1[C:11]2[C:10](=[O:12])[NH:9][CH:8]=[N:7][C:6]=2[CH:5]=[C:4]([Cl:13])[N:3]=1. The catalyst class is: 12. (2) Reactant: C[N:2]([CH:4]=[C:5]1[C:10](=[O:11])[CH2:9][CH2:8][CH2:7][C:6]1=[O:12])C.[ClH:13].NO. Product: [ClH:13].[O:12]1[C:6]2[CH2:7][CH2:8][CH2:9][C:10](=[O:11])[C:5]=2[CH:4]=[N:2]1. The catalyst class is: 6.